From a dataset of Forward reaction prediction with 1.9M reactions from USPTO patents (1976-2016). Predict the product of the given reaction. (1) Given the reactants [CH3:1][C:2]1[CH:19]=[CH:18][C:5]([O:6][CH:7]([CH3:17])[CH2:8][C:9]2[CH:14]=[CH:13][C:12]([CH2:15]O)=[CH:11][CH:10]=2)=[CH:4][CH:3]=1.C(Cl)(Cl)(Cl)[Cl:21].C1C=CC(P(C2C=CC=CC=2)C2C=CC=CC=2)=CC=1, predict the reaction product. The product is: [CH3:1][C:2]1[CH:19]=[CH:18][C:5]([O:6][CH:7]([CH3:17])[CH2:8][C:9]2[CH:14]=[CH:13][C:12]([CH2:15][Cl:21])=[CH:11][CH:10]=2)=[CH:4][CH:3]=1. (2) Given the reactants Br[C:2]1[CH:7]=[C:6]([CH3:8])[C:5](Br)=[CH:4][C:3]=1[CH3:10].[C:11]([Cu])#[N:12].[CH3:14][N:15](C)C=O.N, predict the reaction product. The product is: [CH3:10][C:3]1[CH:4]=[C:5]([C:11]#[N:12])[C:6]([CH3:8])=[CH:7][C:2]=1[C:14]#[N:15]. (3) Given the reactants Cl[CH2:2][C:3]#[N:4].[Cl:5][C:6]1[CH:11]=[CH:10][C:9]([OH:12])=[C:8]([CH:13]2[O:17][CH2:16][CH2:15][O:14]2)[CH:7]=1.C([O-])([O-])=O.[K+].[K+].O, predict the reaction product. The product is: [Cl:5][C:6]1[CH:11]=[CH:10][C:9]([O:12][CH2:2][C:3]#[N:4])=[C:8]([CH:13]2[O:14][CH2:15][CH2:16][O:17]2)[CH:7]=1. (4) Given the reactants [Cl:1][C:2]1[C:3]([F:24])=[C:4]([NH:8][C:9]2[C:18]3[C:13](=[CH:14][C:15]([O:22][CH3:23])=[C:16]([C:19](=[O:21])[CH3:20])[CH:17]=3)[N:12]=[CH:11][N:10]=2)[CH:5]=[CH:6][CH:7]=1.[BH4-].[Na+], predict the reaction product. The product is: [Cl:1][C:2]1[C:3]([F:24])=[C:4]([NH:8][C:9]2[C:18]3[C:13](=[CH:14][C:15]([O:22][CH3:23])=[C:16]([CH:19]([OH:21])[CH3:20])[CH:17]=3)[N:12]=[CH:11][N:10]=2)[CH:5]=[CH:6][CH:7]=1. (5) Given the reactants F[C:2]1[CH:3]=[N:4][N:5]([C:7]2([C:10]([OH:12])=[O:11])[CH2:9][CH2:8]2)[CH:6]=1.[NH:13]1[CH:17]=C(C#N)C=N1, predict the reaction product. The product is: [C:17]([C:2]1[CH:3]=[N:4][N:5]([C:7]2([C:10]([OH:12])=[O:11])[CH2:9][CH2:8]2)[CH:6]=1)#[N:13]. (6) The product is: [CH3:1][O:2][C:3]1[CH:4]=[CH:5][C:6]([CH2:7][NH:8][C:9]([C:11]2[C:15]([NH:16][C:17]([NH2:19])=[O:18])=[CH:14][N:13]([C:29]3[CH:34]=[CH:33][C:32]([O:35][CH2:36][CH3:37])=[CH:31][CH:30]=3)[N:12]=2)=[O:10])=[CH:20][CH:21]=1. Given the reactants [CH3:1][O:2][C:3]1[CH:21]=[CH:20][C:6]([CH2:7][NH:8][C:9]([C:11]2[C:15]([NH:16][C:17]([NH2:19])=[O:18])=[CH:14][NH:13][N:12]=2)=[O:10])=[CH:5][CH:4]=1.C(=O)([O-])[O-].[Cs+].[Cs+].I[C:29]1[CH:34]=[CH:33][C:32]([O:35][CH2:36][CH3:37])=[CH:31][CH:30]=1, predict the reaction product. (7) Given the reactants [Cl:1][C:2]1[CH:3]=[C:4]([CH:8]2[C:12]([C:15]3[CH:20]=[CH:19][C:18]([Cl:21])=[CH:17][CH:16]=3)([C:13]#[N:14])[CH:11]([CH2:22][C:23]([CH3:26])([CH3:25])[CH3:24])[NH:10][CH:9]2[C:27]([OH:29])=O)[CH:5]=[CH:6][CH:7]=1.[NH:30]1[CH2:34][CH2:33][CH2:32][C@H:31]1[CH2:35][OH:36].CN(C(ON1N=NC2C=CC=NC1=2)=[N+](C)C)C.F[P-](F)(F)(F)(F)F.CCN(C(C)C)C(C)C, predict the reaction product. The product is: [Cl:1][C:2]1[CH:3]=[C:4]([C@@H:8]2[C@@H:9]([C:27]([N:30]3[CH2:34][CH2:33][CH2:32][C@H:31]3[CH2:35][OH:36])=[O:29])[NH:10][C@H:11]([CH2:22][C:23]([CH3:26])([CH3:24])[CH3:25])[C@:12]2([C:15]2[CH:16]=[CH:17][C:18]([Cl:21])=[CH:19][CH:20]=2)[C:13]#[N:14])[CH:5]=[CH:6][CH:7]=1.